This data is from Full USPTO retrosynthesis dataset with 1.9M reactions from patents (1976-2016). The task is: Predict the reactants needed to synthesize the given product. (1) Given the product [Cl:1][C:2]1[CH:16]=[CH:15][C:5]([CH2:6][N:7]2[CH:12]=[C:11]([C:22]3[CH:23]=[CH:24][C:19]([O:18][CH3:17])=[CH:20][CH:21]=3)[N:10]=[CH:9][C:8]2=[O:14])=[CH:4][CH:3]=1, predict the reactants needed to synthesize it. The reactants are: [Cl:1][C:2]1[CH:16]=[CH:15][C:5]([CH2:6][N:7]2[CH:12]=[C:11](Br)[N:10]=[CH:9][C:8]2=[O:14])=[CH:4][CH:3]=1.[CH3:17][O:18][C:19]1[CH:24]=[CH:23][C:22](B(O)O)=[CH:21][CH:20]=1. (2) The reactants are: [CH3:1][O:2][C:3]([C:5]1[CH:33]=[CH:32][C:8]2[S:9][CH:10]=[C:11]([C:12]3[CH:17]=[CH:16][C:15]([C:18]4[CH2:23][CH2:22][N:21]([C:24]([O:26][C:27]([CH3:30])([CH3:29])[CH3:28])=[O:25])[CH2:20][CH:19]=4)=[CH:14][C:13]=3[CH3:31])[C:7]=2[CH:6]=1)=[O:4]. Given the product [CH3:1][O:2][C:3]([C:5]1[CH:33]=[CH:32][C:8]2[S:9][CH:10]=[C:11]([C:12]3[CH:17]=[CH:16][C:15]([CH:18]4[CH2:23][CH2:22][N:21]([C:24]([O:26][C:27]([CH3:28])([CH3:30])[CH3:29])=[O:25])[CH2:20][CH2:19]4)=[CH:14][C:13]=3[CH3:31])[C:7]=2[CH:6]=1)=[O:4], predict the reactants needed to synthesize it. (3) Given the product [CH:8]1([CH:14]([NH:22][C:23]([C:25]2[CH:30]=[CH:29][C:28]([C:31]3[CH:36]=[CH:35][CH:34]=[CH:33][CH:32]=3)=[CH:27][C:26]=2[NH:37][C:38]([NH:40][C:41]2[C:42]([Cl:49])=[CH:43][C:44]([Cl:48])=[CH:45][C:46]=2[Cl:47])=[O:39])=[O:24])[C:15]([OH:17])=[O:16])[CH2:13][CH2:12][CH2:11][CH2:10][CH2:9]1, predict the reactants needed to synthesize it. The reactants are: FC(F)(F)C(O)=O.[CH:8]1([C@H:14]([NH:22][C:23]([C:25]2[CH:30]=[CH:29][C:28]([C:31]3[CH:36]=[CH:35][CH:34]=[CH:33][CH:32]=3)=[CH:27][C:26]=2[NH:37][C:38]([NH:40][C:41]2[C:46]([Cl:47])=[CH:45][C:44]([Cl:48])=[CH:43][C:42]=2[Cl:49])=[O:39])=[O:24])[C:15]([O:17]C(C)(C)C)=[O:16])[CH2:13][CH2:12][CH2:11][CH2:10][CH2:9]1. (4) Given the product [C:35]1([S:41]([OH:44])(=[O:43])=[O:42])[CH:40]=[CH:39][CH:38]=[CH:37][CH:36]=1.[CH:1]([N:4]1[C:8]2[CH:9]=[CH:10][CH:11]=[CH:12][C:7]=2[N:6]([C:13]([NH:15][CH2:16][CH:17]2[CH2:18][CH2:19][N:20]([CH2:23][C:24]3([C:30]([OH:32])=[O:31])[CH2:25][CH2:26][O:27][CH2:28][CH2:29]3)[CH2:21][CH2:22]2)=[O:14])[C:5]1=[O:33])([CH3:3])[CH3:2], predict the reactants needed to synthesize it. The reactants are: [CH:1]([N:4]1[C:8]2[CH:9]=[CH:10][CH:11]=[CH:12][C:7]=2[N:6]([C:13]([NH:15][CH2:16][CH:17]2[CH2:22][CH2:21][N:20]([CH2:23][C:24]3([C:30]([OH:32])=[O:31])[CH2:29][CH2:28][O:27][CH2:26][CH2:25]3)[CH2:19][CH2:18]2)=[O:14])[C:5]1=[O:33])([CH3:3])[CH3:2].O.[C:35]1([S:41]([OH:44])(=[O:43])=[O:42])[CH:40]=[CH:39][CH:38]=[CH:37][CH:36]=1. (5) Given the product [I:1][C:2]1[CH:3]=[C:4]2[N:10]=[C:9]([NH2:11])[N:8]([CH:17]([C:19]3[CH:24]=[CH:23][C:22]([O:25][CH2:26][C:27]4[CH:32]=[CH:31][C:30]([C:33]([F:35])([F:36])[F:34])=[CH:29][CH:28]=4)=[C:21]([O:37][CH3:38])[CH:20]=3)[CH3:18])[C:5]2=[N:6][CH:7]=1, predict the reactants needed to synthesize it. The reactants are: [I:1][C:2]1[CH:3]=[C:4]2[N:10]=[C:9]([NH:11]C(=O)OCC)[N:8]([CH:17]([C:19]3[CH:24]=[CH:23][C:22]([O:25][CH2:26][C:27]4[CH:32]=[CH:31][C:30]([C:33]([F:36])([F:35])[F:34])=[CH:29][CH:28]=4)=[C:21]([O:37][CH3:38])[CH:20]=3)[CH3:18])[C:5]2=[N:6][CH:7]=1.[O-]P([O-])([O-])=O.[K+].[K+].[K+].